This data is from Forward reaction prediction with 1.9M reactions from USPTO patents (1976-2016). The task is: Predict the product of the given reaction. (1) Given the reactants C(O[C:4](=[O:22])[C:5]1[CH:10]=[CH:9][CH:8]=[CH:7][C:6]=1[N:11]([C:17](=[O:21])[CH2:18][C:19]#[N:20])[CH2:12][CH2:13][O:14][CH2:15][CH3:16])C.C(=O)([O-])[O-].[K+].[K+], predict the reaction product. The product is: [CH2:15]([O:14][CH2:13][CH2:12][N:11]1[C:6]2[C:5](=[CH:10][CH:9]=[CH:8][CH:7]=2)[C:4]([OH:22])=[C:18]([C:19]#[N:20])[C:17]1=[O:21])[CH3:16]. (2) Given the reactants [NH:1]1[C:9]2[C:4](=[CH:5][CH:6]=[CH:7][CH:8]=2)[CH:3]=[C:2]1[C:10]1[CH:11]=[C:12]([C:18]2[C:19]([N:38]([CH3:43])[S:39]([CH3:42])(=[O:41])=[O:40])=[CH:20][C:21]3[O:25][C:24]([C:26]4[CH:31]=[CH:30][C:29]([F:32])=[CH:28][CH:27]=4)=[C:23]([C:33]([NH:35][CH3:36])=[O:34])[C:22]=3[CH:37]=2)[CH:13]=[CH:14][C:15]=1[O:16]C.B(Br)(Br)Br.O, predict the reaction product. The product is: [F:32][C:29]1[CH:30]=[CH:31][C:26]([C:24]2[O:25][C:21]3[CH:20]=[C:19]([N:38]([CH3:43])[S:39]([CH3:42])(=[O:40])=[O:41])[C:18]([C:12]4[CH:13]=[CH:14][C:15]([OH:16])=[C:10]([C:2]5[NH:1][C:9]6[C:4]([CH:3]=5)=[CH:5][CH:6]=[CH:7][CH:8]=6)[CH:11]=4)=[CH:37][C:22]=3[C:23]=2[C:33]([NH:35][CH3:36])=[O:34])=[CH:27][CH:28]=1. (3) Given the reactants [C:14]1(P([C:14]2[CH:19]=[CH:18][CH:17]=[CH:16][CH:15]=2)[C:14]2[CH:19]=[CH:18][CH:17]=[CH:16][CH:15]=2)[CH:19]=[CH:18][CH:17]=[CH:16][CH:15]=1.[CH3:20][O:21][C@@H:22]1[C@@H:26]([CH2:27][S:28]([C:31]2[CH:36]=[CH:35][CH:34]=[CH:33][CH:32]=2)(=[O:30])=[O:29])[C@H:25]([CH2:37][C@@H:38]2[C:43](=[CH2:44])[C@@:42](OC(=O)COC)([CH3:45])[CH2:41][C@H:40]([CH2:52][CH2:53][CH2:54][O:55][C:56](=[O:61])[C:57]([CH3:60])([CH3:59])[CH3:58])[O:39]2)[O:24][C@@H:23]1[CH2:62][C@@H:63]([C:74]1C=CC=CC=1C([O-])=O)CC1C=CC=CC=1C([O-])=O.[CH:83]([OH:85])=[O:84].C(N([CH2:91][CH3:92])CC)C, predict the reaction product. The product is: [C:83]([O:85][CH2:74][C@@H:63]([O:61][C:56](=[O:55])[C:14]1[CH:15]=[CH:16][CH:17]=[CH:18][CH:19]=1)[CH2:62][C@@H:23]1[C@H:22]([O:21][CH3:20])[C@@H:26]([CH2:27][S:28]([C:31]2[CH:36]=[CH:35][CH:34]=[CH:33][CH:32]=2)(=[O:29])=[O:30])[C@H:25]([CH2:37][C@@H:38]2[C:43](=[CH2:44])[C@H:42]([CH3:45])[CH2:41][C@H:40]([CH2:52][CH2:53][CH2:54][O:55][C:56](=[O:61])[C:57]([CH3:58])([CH3:60])[CH3:59])[O:39]2)[O:24]1)(=[O:84])[C:92]1[CH:91]=[CH:62][CH:23]=[CH:22][CH:26]=1. (4) Given the reactants [CH:1]1([C:4]2[N:9]=[C:8]([C:10]([OH:12])=O)[C:7]([NH:13][C:14]3[CH:15]=[N:16][CH:17]=[CH:18][CH:19]=3)=[N:6][CH:5]=2)[CH2:3][CH2:2]1.[CH3:20][NH:21][C:22]([C:24]1[N:25]([CH3:30])[N:26]=[CH:27][C:28]=1[NH2:29])=[O:23], predict the reaction product. The product is: [CH3:30][N:25]1[C:24]([C:22](=[O:23])[NH:21][CH3:20])=[C:28]([NH:29][C:10]([C:8]2[C:7]([NH:13][C:14]3[CH:15]=[N:16][CH:17]=[CH:18][CH:19]=3)=[N:6][CH:5]=[C:4]([CH:1]3[CH2:2][CH2:3]3)[N:9]=2)=[O:12])[CH:27]=[N:26]1. (5) Given the reactants [CH3:1][CH:2]([NH:12][C:13]([CH3:16])([CH3:15])[CH3:14])[C:3]([C:5]1[CH:6]=[CH:7][CH:8]=[C:9]([Cl:11])[CH:10]=1)=[O:4].Cl.C(=O)([O-])[O-].[Na+].[Na+], predict the reaction product. The product is: [CH3:1][CH:2]([NH:12][C:13]([CH3:14])([CH3:16])[CH3:15])[C:3]([C:5]1[CH:6]=[CH:7][CH:8]=[C:9]([Cl:11])[CH:10]=1)=[O:4]. (6) Given the reactants Br[C:2]1[CH:23]=[CH:22][C:5]([O:6][CH:7]2[CH2:10][N:9]([CH2:11][C:12]3[CH:17]=[CH:16][C:15]([C:18]([F:21])([F:20])[F:19])=[CH:14][CH:13]=3)[CH2:8]2)=[CH:4][CH:3]=1.[C:24](=[O:27])([O-])[O-].[Cs+].[Cs+], predict the reaction product. The product is: [CH2:8]([NH:9][C:24]([C:2]1[CH:23]=[CH:22][C:5]([C:2]2[CH:23]=[CH:22][C:5]([O:6][CH:7]3[CH2:10][N:9]([CH2:11][C:12]4[CH:17]=[CH:16][C:15]([C:18]([F:21])([F:20])[F:19])=[CH:14][CH:13]=4)[CH2:8]3)=[CH:4][CH:3]=2)=[CH:4][CH:3]=1)=[O:27])[CH3:7].